Dataset: Catalyst prediction with 721,799 reactions and 888 catalyst types from USPTO. Task: Predict which catalyst facilitates the given reaction. (1) Reactant: [C:1]([O:5][C:6]([NH:8][CH2:9][C:10]([OH:12])=O)=[O:7])([CH3:4])([CH3:3])[CH3:2].CCN(C(C)C)C(C)C.CN(C(ON1N=NC2C=CC=NC1=2)=[N+](C)C)C.F[P-](F)(F)(F)(F)F.[F:46][C:47]1[CH:55]=[C:54]2[C:50]([C:51]([C:65]3[CH:66]=[C:67]([NH2:72])[C:68]([NH2:71])=[CH:69][CH:70]=3)=[CH:52][N:53]2[S:56]([C:59]2[CH:64]=[CH:63][CH:62]=[CH:61][CH:60]=2)(=[O:58])=[O:57])=[CH:49][CH:48]=1. Product: [C:1]([O:5][C:6](=[O:7])[NH:8][CH2:9][C:10]([NH:72][C:67]1[CH:66]=[C:65]([C:51]2[C:50]3[C:54](=[CH:55][C:47]([F:46])=[CH:48][CH:49]=3)[N:53]([S:56]([C:59]3[CH:64]=[CH:63][CH:62]=[CH:61][CH:60]=3)(=[O:58])=[O:57])[CH:52]=2)[CH:70]=[CH:69][C:68]=1[NH2:71])=[O:12])([CH3:2])([CH3:3])[CH3:4]. The catalyst class is: 118. (2) Reactant: [ClH:1].[OH:2][CH2:3][C:4]([N:7]1[CH2:12][CH2:11][CH:10]([NH:13]C(=O)OC(C)(C)C)[CH2:9][CH2:8]1)([CH3:6])[CH3:5]. Product: [ClH:1].[ClH:1].[NH2:13][CH:10]1[CH2:11][CH2:12][N:7]([C:4]([CH3:6])([CH3:5])[CH2:3][OH:2])[CH2:8][CH2:9]1. The catalyst class is: 5. (3) Reactant: [C:1]([CH2:3][CH2:4][N:5]1[CH2:14][CH2:13][C:12]2[C:7](=[CH:8][C:9]([O:17][CH3:18])=[C:10]([O:15][CH3:16])[CH:11]=2)[CH2:6]1)#[N:2].Cl.[OH-].[Na+].CCOCC. Product: [NH2:2][CH2:1][CH2:3][CH2:4][N:5]1[CH2:14][CH2:13][C:12]2[C:7](=[CH:8][C:9]([O:17][CH3:18])=[C:10]([O:15][CH3:16])[CH:11]=2)[CH2:6]1. The catalyst class is: 76. (4) Reactant: [C:1]([C:5]1[CH:10]=[CH:9][C:8](Br)=[CH:7][CH:6]=1)([CH3:4])([CH3:3])[CH3:2].C([Li])CCC.C[O:18][B:19](OC)[O:20]C. Product: [C:1]([C:5]1[CH:10]=[CH:9][C:8]([B:19]([OH:20])[OH:18])=[CH:7][CH:6]=1)([CH3:4])([CH3:3])[CH3:2]. The catalyst class is: 1.